From a dataset of Forward reaction prediction with 1.9M reactions from USPTO patents (1976-2016). Predict the product of the given reaction. (1) Given the reactants C(O[C:6]([C:8]1[N:9]=[C:10]([Cl:19])[C:11]2[C:16]([C:17]=1[OH:18])=[CH:15][CH:14]=[CH:13][CH:12]=2)=[O:7])CCC.[CH3:20][N:21]([CH3:25])[CH2:22][CH2:23][NH2:24], predict the reaction product. The product is: [CH3:20][N:21]([CH3:25])[CH2:22][CH2:23][NH:24][C:6]([C:8]1[N:9]=[C:10]([Cl:19])[C:11]2[C:16]([C:17]=1[OH:18])=[CH:15][CH:14]=[CH:13][CH:12]=2)=[O:7]. (2) Given the reactants ClC(OCC(C)C)=O.[O:9]=[C:10]([N:18]1[CH2:22][CH2:21][CH2:20][C@H:19]1[C:23]([OH:25])=O)[C:11](=[O:17])[C:12]([CH3:16])([CH3:15])[CH2:13][CH3:14].[NH3:26].C(O)C, predict the reaction product. The product is: [O:9]=[C:10]([N:18]1[CH2:22][CH2:21][CH2:20][C@H:19]1[C:23]([NH2:26])=[O:25])[C:11](=[O:17])[C:12]([CH3:16])([CH3:15])[CH2:13][CH3:14]. (3) Given the reactants [C-]#N.[Na+].[N+:4]([CH2:6][C:7]([O:9][CH2:10][CH3:11])=[O:8])#[C-:5].C(O[C:15](=[S:22])[C:16]1[CH:21]=[CH:20][CH:19]=[CH:18][CH:17]=1)C, predict the reaction product. The product is: [CH2:10]([O:9][C:7]([C:6]1[N:4]=[CH:5][S:22][C:15]=1[C:16]1[CH:21]=[CH:20][CH:19]=[CH:18][CH:17]=1)=[O:8])[CH3:11]. (4) Given the reactants [Si:1]([O:8][C:9]1[CH:10]=[C:11]([C:15]2[N:16]=[C:17]([N:34]3[CH2:39][CH2:38][O:37][CH2:36][CH2:35]3)[C:18]3[S:23][C:22]([CH2:24][CH2:25][NH:26]C(=O)OC(C)(C)C)=[CH:21][C:19]=3[N:20]=2)[CH:12]=[CH:13][CH:14]=1)([C:4]([CH3:7])([CH3:6])[CH3:5])([CH3:3])[CH3:2].C(Cl)Cl.CO, predict the reaction product. The product is: [Si:1]([O:8][C:9]1[CH:10]=[C:11]([C:15]2[N:16]=[C:17]([N:34]3[CH2:35][CH2:36][O:37][CH2:38][CH2:39]3)[C:18]3[S:23][C:22]([CH2:24][CH2:25][NH2:26])=[CH:21][C:19]=3[N:20]=2)[CH:12]=[CH:13][CH:14]=1)([C:4]([CH3:6])([CH3:7])[CH3:5])([CH3:3])[CH3:2]. (5) Given the reactants [Cl:1][C:2]1[CH:3]=[C:4]([CH:23]=[CH:24][C:25]=1[F:26])[CH2:5][N:6]1[CH2:15][CH2:14][C:13]2[C:12]([C:16]([N:18]([CH3:20])[CH3:19])=[O:17])=[N:11][CH:10]=[C:9]([OH:21])[C:8]=2[C:7]1=[O:22].C(OO)(=[O:29])C.C([O-])(=O)C.[Na+], predict the reaction product. The product is: [Cl:1][C:2]1[CH:3]=[C:4]([CH:23]=[CH:24][C:25]=1[F:26])[CH2:5][N:6]1[CH2:15][CH2:14][C:13]2[C:8](=[C:9]([OH:21])[CH:10]=[N+:11]([O-:29])[C:12]=2[C:16]([N:18]([CH3:19])[CH3:20])=[O:17])[C:7]1=[O:22]. (6) Given the reactants FC1C=C(F)C=CC=1C1C=C(COS(C)(=O)=O)C(=O)N(CC(C)C)N=1.[F:26][C:27]1[CH:53]=[CH:52][C:30]([CH2:31][N:32]2[C:37](=[O:38])[C:36]([C:39]([O:41]C)=[O:40])=[CH:35][C:34]([C:43]3[CH:48]=[CH:47][C:46]([O:49][CH3:50])=[C:45]([F:51])[CH:44]=3)=[N:33]2)=[CH:29][CH:28]=1, predict the reaction product. The product is: [C:39]([C:36]1[C:37](=[O:38])[N:32]([CH2:31][C:30]2[CH:29]=[CH:28][C:27]([F:26])=[CH:53][CH:52]=2)[N:33]=[C:34]([C:43]2[CH:48]=[CH:47][C:46]([O:49][CH3:50])=[C:45]([F:51])[CH:44]=2)[CH:35]=1)([OH:41])=[O:40]. (7) Given the reactants [F:1][C:2]1[CH:3]=[C:4]([CH:17]=[CH:18][CH:19]=1)[CH2:5][NH:6][C:7]1[N:15]=[C:14]([F:16])[N:13]=[C:12]2[C:8]=1[N:9]=[CH:10][NH:11]2.C(=O)([O-])[O-].[K+].[K+].Br[CH:27]([CH3:29])[CH3:28].C(Cl)Cl.CCOCC.CO, predict the reaction product. The product is: [F:1][C:2]1[CH:3]=[C:4]([CH:17]=[CH:18][CH:19]=1)[CH2:5][NH:6][C:7]1[N:15]=[C:14]([F:16])[N:13]=[C:12]2[C:8]=1[N:9]=[CH:10][N:11]2[CH:27]([CH3:29])[CH3:28].